From a dataset of NCI-60 drug combinations with 297,098 pairs across 59 cell lines. Regression. Given two drug SMILES strings and cell line genomic features, predict the synergy score measuring deviation from expected non-interaction effect. (1) Drug 1: C1=C(C(=O)NC(=O)N1)F. Drug 2: CN(CC1=CN=C2C(=N1)C(=NC(=N2)N)N)C3=CC=C(C=C3)C(=O)NC(CCC(=O)O)C(=O)O. Cell line: A498. Synergy scores: CSS=38.5, Synergy_ZIP=-8.96, Synergy_Bliss=-10.5, Synergy_Loewe=-3.78, Synergy_HSA=-1.88. (2) Cell line: SK-MEL-5. Synergy scores: CSS=9.23, Synergy_ZIP=1.75, Synergy_Bliss=-0.417, Synergy_Loewe=-5.69, Synergy_HSA=-1.19. Drug 1: CC1=CC=C(C=C1)C2=CC(=NN2C3=CC=C(C=C3)S(=O)(=O)N)C(F)(F)F. Drug 2: C1C(C(OC1N2C=C(C(=O)NC2=O)F)CO)O.